Dataset: Catalyst prediction with 721,799 reactions and 888 catalyst types from USPTO. Task: Predict which catalyst facilitates the given reaction. (1) Reactant: [C:1]([C:5]1[CH:10]=[CH:9][C:8]([S:11]([NH:14][C:15]2[CH:20]=[CH:19][C:18]([Cl:21])=[CH:17][C:16]=2[NH:22][C:23]2[CH:28]=[CH:27][N:26]=[CH:25][CH:24]=2)(=[O:13])=[O:12])=[CH:7][CH:6]=1)([CH3:4])([CH3:3])[CH3:2].[C:29](OC(=O)C)(=[O:31])[CH3:30].C(N(CC)CC)C. Product: [C:1]([C:5]1[CH:6]=[CH:7][C:8]([S:11]([NH:14][C:15]2[CH:20]=[CH:19][C:18]([Cl:21])=[CH:17][C:16]=2[N:22]([C:23]2[CH:24]=[CH:25][N:26]=[CH:27][CH:28]=2)[C:29](=[O:31])[CH3:30])(=[O:12])=[O:13])=[CH:9][CH:10]=1)([CH3:4])([CH3:2])[CH3:3]. The catalyst class is: 2. (2) The catalyst class is: 27. Reactant: [Cl:1][C:2]1[CH:3]=[C:4]([C@:8]2([OH:17])[O:13][CH2:12][C:11]([CH3:15])([CH3:14])[NH:10][C@H:9]2[CH3:16])[CH:5]=[CH:6][CH:7]=1. Product: [ClH:1].[Cl:1][C:2]1[CH:3]=[C:4]([C@:8]2([OH:17])[O:13][CH2:12][C:11]([CH3:14])([CH3:15])[NH:10][C@H:9]2[CH3:16])[CH:5]=[CH:6][CH:7]=1. (3) Reactant: C(OC([N:8]1[CH2:12][C@@H:11]([OH:13])[C@H:10]([N:14]2[CH2:20][CH2:19][CH2:18][N:17]([C:21]3[CH:26]=[CH:25][C:24]([Cl:27])=[CH:23][CH:22]=3)[CH2:16][CH2:15]2)[CH2:9]1)=O)(C)(C)C.Cl.O1CCOCC1. Product: [Cl:27][C:24]1[CH:25]=[CH:26][C:21]([N:17]2[CH2:18][CH2:19][CH2:20][N:14]([C@@H:10]3[CH2:9][NH:8][CH2:12][C@H:11]3[OH:13])[CH2:15][CH2:16]2)=[CH:22][CH:23]=1. The catalyst class is: 2.